This data is from Forward reaction prediction with 1.9M reactions from USPTO patents (1976-2016). The task is: Predict the product of the given reaction. (1) Given the reactants C(OC(=O)[NH:10][CH2:11][CH2:12][CH2:13][CH2:14][CH2:15][C:16]([N:18]1[CH2:22][CH:21]([OH:23])[CH2:20][CH:19]1[CH:24]([C:43]1[CH:48]=[CH:47][CH:46]=[CH:45][CH:44]=1)[O:25][CH:26]([C:35]1[CH:40]=[CH:39][C:38]([O:41][CH3:42])=[CH:37][CH:36]=1)[C:27]1[CH:32]=[CH:31][C:30]([O:33][CH3:34])=[CH:29][CH:28]=1)=[O:17])C1C=CC=CC=1, predict the reaction product. The product is: [NH2:10][CH2:11][CH2:12][CH2:13][CH2:14][CH2:15][C:16]([N:18]1[CH2:22][CH:21]([OH:23])[CH2:20][CH:19]1[CH:24]([C:43]1[CH:48]=[CH:47][CH:46]=[CH:45][CH:44]=1)[O:25][CH:26]([C:35]1[CH:40]=[CH:39][C:38]([O:41][CH3:42])=[CH:37][CH:36]=1)[C:27]1[CH:32]=[CH:31][C:30]([O:33][CH3:34])=[CH:29][CH:28]=1)=[O:17]. (2) Given the reactants [CH:1]([S:4]([C:7]1[CH:12]=[CH:11][CH:10]=[CH:9][C:8]=1[NH:13][C:14]1[N:19]=[C:18](S(C)(=O)=O)[N:17]=[C:16]2[NH:24][N:25]=[CH:26][C:15]=12)(=[O:6])=[O:5])([CH3:3])[CH3:2].[CH:27]([O:30][C:31]1[CH:37]=[C:36]([CH:38]2[CH2:43][CH2:42][NH:41][CH2:40][CH2:39]2)[C:35]([CH3:44])=[CH:34][C:32]=1[NH2:33])([CH3:29])[CH3:28].CC1C=CC(S(O)(=O)=O)=CC=1, predict the reaction product. The product is: [CH:27]([O:30][C:31]1[CH:37]=[C:36]([CH:38]2[CH2:39][CH2:40][NH:41][CH2:42][CH2:43]2)[C:35]([CH3:44])=[CH:34][C:32]=1[NH:33][C:18]1[N:17]=[C:16]2[NH:24][N:25]=[CH:26][C:15]2=[C:14]([NH:13][C:8]2[CH:9]=[CH:10][CH:11]=[CH:12][C:7]=2[S:4]([CH:1]([CH3:3])[CH3:2])(=[O:6])=[O:5])[N:19]=1)([CH3:29])[CH3:28]. (3) Given the reactants [Br:1][C:2]1[CH:3]=[C:4]([N+:14]([O-:16])=[O:15])[C:5]([NH:8][CH2:9][CH2:10][CH2:11][O:12][CH3:13])=[N:6][CH:7]=1.[H-].[Na+].I[CH3:20], predict the reaction product. The product is: [Br:1][C:2]1[CH:3]=[C:4]([N+:14]([O-:16])=[O:15])[C:5]([N:8]([CH2:9][CH2:10][CH2:11][O:12][CH3:13])[CH3:20])=[N:6][CH:7]=1. (4) The product is: [CH3:20][N:18]([CH3:19])[C:16]1[CH:15]=[CH:14][C:12]2[S:13][C:9](/[CH:8]=[CH:7]/[CH:6]=[CH:5]/[C:4]([OH:21])=[O:3])=[CH:10][C:11]=2[CH:17]=1. Given the reactants C([O:3][C:4](=[O:21])/[CH:5]=[CH:6]/[CH:7]=[CH:8]/[C:9]1[S:13][C:12]2[CH:14]=[CH:15][C:16]([N:18]([CH3:20])[CH3:19])=[CH:17][C:11]=2[CH:10]=1)C.NO.[OH-].[K+].CO.Cl, predict the reaction product. (5) Given the reactants [CH3:1][O:2][C:3]1[CH:8]=[CH:7][CH:6]=[C:5]([O:9][CH3:10])[C:4]=1[CH:11]1[NH:16][C:15](=[O:17])[CH2:14][CH2:13][CH2:12]1.Br[CH:19]([C:22]1[CH:27]=[CH:26][C:25]([O:28][C:29]([F:32])([F:31])[F:30])=[CH:24][CH:23]=1)[CH2:20][CH3:21], predict the reaction product. The product is: [CH3:1][O:2][C:3]1[CH:8]=[CH:7][CH:6]=[C:5]([O:9][CH3:10])[C:4]=1[CH:11]1[N:16]([CH:19]([C:22]2[CH:23]=[CH:24][C:25]([O:28][C:29]([F:30])([F:31])[F:32])=[CH:26][CH:27]=2)[CH2:20][CH3:21])[C:15](=[O:17])[CH2:14][CH2:13][CH2:12]1. (6) Given the reactants COC(=O)C[C@H]1C2C=CC(O[C@H]3C4C(=C(C5C(Br)=NC=CC=5)C=CC=4F)CC3)=CC=2OC1.CN1C(C)=C(B2OC(C)(C)C(C)(C)O2)C(C)=N1.BrC1C=CC(F)=C2C=1CC[C@H]2OC1C=CC2[C@H](CC(OC)=O)COC=2C=1.C[O:77][C:78](=[O:114])[CH2:79][C@H:80]1[C:84]2[CH:85]=[CH:86][C:87]([O:89][C@H:90]3[C:98]4[C:93](=[C:94]([C:100]5[C:101]([C:106]6[C:107]([CH3:113])=[N:108][N:109]([CH3:112])[C:110]=6[CH3:111])=[N:102][CH:103]=[CH:104][CH:105]=5)[CH:95]=[CH:96][C:97]=4[F:99])[CH2:92][CH2:91]3)=[CH:88][C:83]=2[O:82][CH2:81]1, predict the reaction product. The product is: [F:99][C:97]1[CH:96]=[CH:95][C:94]([C:100]2[C:101]([C:106]3[C:107]([CH3:113])=[N:108][N:109]([CH3:112])[C:110]=3[CH3:111])=[N:102][CH:103]=[CH:104][CH:105]=2)=[C:93]2[C:98]=1[C@H:90]([O:89][C:87]1[CH:86]=[CH:85][C:84]3[C@H:80]([CH2:79][C:78]([OH:114])=[O:77])[CH2:81][O:82][C:83]=3[CH:88]=1)[CH2:91][CH2:92]2. (7) Given the reactants [OH:1][C:2]1[CH:7]=[CH:6][C:5]([C:8]2[CH:13]=[CH:12][CH:11]=[C:10]([CH:14]=O)[CH:9]=2)=[CH:4][C:3]=1[C:16]1([CH3:22])[CH2:21][CH2:20][CH2:19][CH2:18][CH2:17]1.[S:23]1[CH2:29][C:27](=[O:28])[NH:26][C:24]1=S.[NH:30]1[CH2:34][CH2:33][CH2:32][CH2:31]1, predict the reaction product. The product is: [OH:1][C:2]1[CH:7]=[CH:6][C:5]([C:8]2[CH:13]=[CH:12][CH:11]=[C:10]([CH:14]=[C:29]3[S:23][C:24]([N:30]4[CH2:34][CH2:33][CH2:32][CH2:31]4)=[N:26][C:27]3=[O:28])[CH:9]=2)=[CH:4][C:3]=1[C:16]1([CH3:22])[CH2:17][CH2:18][CH2:19][CH2:20][CH2:21]1. (8) Given the reactants [F:1][C:2]1[CH:7]=[CH:6][CH:5]=[CH:4][C:3]=1[C:8]#[CH:9].Br[C:11]1[O:15][C:14]([C:16]([O:18][CH3:19])=[O:17])=[CH:13][CH:12]=1, predict the reaction product. The product is: [F:1][C:2]1[CH:7]=[CH:6][CH:5]=[CH:4][C:3]=1[C:8]#[C:9][C:11]1[O:15][C:14]([C:16]([O:18][CH3:19])=[O:17])=[CH:13][CH:12]=1. (9) Given the reactants Br[C:2]1[CH:3]=[CH:4][C:5]([F:18])=[C:6]([C:8]2[N:12]([CH3:13])[C:11]3[CH:14]=[CH:15][CH:16]=[CH:17][C:10]=3[N:9]=2)[CH:7]=1.[N:19]1([C:25]([N:27]2[CH2:31][CH2:30][CH2:29][CH2:28]2)=[O:26])[CH2:24][CH2:23][NH:22][CH2:21][CH2:20]1, predict the reaction product. The product is: [F:18][C:5]1[CH:4]=[CH:3][C:2]([N:22]2[CH2:21][CH2:20][N:19]([C:25]([N:27]3[CH2:28][CH2:29][CH2:30][CH2:31]3)=[O:26])[CH2:24][CH2:23]2)=[CH:7][C:6]=1[C:8]1[N:12]([CH3:13])[C:11]2[CH:14]=[CH:15][CH:16]=[CH:17][C:10]=2[N:9]=1. (10) Given the reactants [Cl:1][C:2]1[CH:7]=[CH:6][C:5](/[C:8](/[CH3:24])=[CH:9]/[S:10]([NH:13][C:14]2[CH:19]=[CH:18][CH:17]=[CH:16][C:15]=2[S:20]([NH2:23])(=[O:22])=[O:21])(=[O:12])=[O:11])=[CH:4][CH:3]=1.ClC1C=CC(C(=C)CS(NC2C=CC=CC=2S(N)(=O)=O)(=O)=O)=CC=1, predict the reaction product. The product is: [Cl:1][C:2]1[CH:7]=[CH:6][C:5]([CH:8]([CH3:24])[CH2:9][S:10]([NH:13][C:14]2[CH:19]=[CH:18][CH:17]=[CH:16][C:15]=2[S:20]([NH2:23])(=[O:22])=[O:21])(=[O:11])=[O:12])=[CH:4][CH:3]=1.